This data is from Peptide-MHC class II binding affinity with 134,281 pairs from IEDB. The task is: Regression. Given a peptide amino acid sequence and an MHC pseudo amino acid sequence, predict their binding affinity value. This is MHC class II binding data. (1) The peptide sequence is KNLYDHALMSIISTF. The MHC is DRB1_1501 with pseudo-sequence DRB1_1501. The binding affinity (normalized) is 0.483. (2) The peptide sequence is NLALSIKYNKEGDSM. The binding affinity (normalized) is 0.0944. The MHC is HLA-DPA10103-DPB10301 with pseudo-sequence HLA-DPA10103-DPB10301. (3) The binding affinity (normalized) is 0.390. The peptide sequence is SVEESEMFMPRSIGG. The MHC is DRB1_0701 with pseudo-sequence DRB1_0701. (4) The peptide sequence is RQLQKIERWFVRNPF. The MHC is HLA-DQA10501-DQB10302 with pseudo-sequence HLA-DQA10501-DQB10302. The binding affinity (normalized) is 0.162. (5) The peptide sequence is SNGVLESDMIIPKSL. The MHC is DRB1_0301 with pseudo-sequence DRB1_0301. The binding affinity (normalized) is 0.604. (6) The MHC is DRB1_0401 with pseudo-sequence DRB1_0401. The peptide sequence is MYLGTCKTLTPLMSS. The binding affinity (normalized) is 0.584. (7) The peptide sequence is IRALMNLILSEDVKS. The MHC is DRB1_0101 with pseudo-sequence DRB1_0101. The binding affinity (normalized) is 0.892. (8) The peptide sequence is KEPLKECGGILQAYD. The MHC is DRB1_1302 with pseudo-sequence DRB1_1302. The binding affinity (normalized) is 0.187. (9) The peptide sequence is GELHIVDKIDAAFKI. The MHC is DRB4_0101 with pseudo-sequence DRB4_0103. The binding affinity (normalized) is 0.605.